Dataset: NCI-60 drug combinations with 297,098 pairs across 59 cell lines. Task: Regression. Given two drug SMILES strings and cell line genomic features, predict the synergy score measuring deviation from expected non-interaction effect. (1) Drug 1: CC(C1=C(C=CC(=C1Cl)F)Cl)OC2=C(N=CC(=C2)C3=CN(N=C3)C4CCNCC4)N. Drug 2: C1=NC2=C(N=C(N=C2N1C3C(C(C(O3)CO)O)F)Cl)N. Cell line: SF-268. Synergy scores: CSS=11.2, Synergy_ZIP=-3.44, Synergy_Bliss=-2.32, Synergy_Loewe=-13.7, Synergy_HSA=-3.99. (2) Drug 1: C1=C(C(=O)NC(=O)N1)F. Drug 2: C(CN)CNCCSP(=O)(O)O. Cell line: OVCAR-5. Synergy scores: CSS=32.0, Synergy_ZIP=3.07, Synergy_Bliss=4.36, Synergy_Loewe=-12.1, Synergy_HSA=2.59. (3) Drug 1: CC(C)CN1C=NC2=C1C3=CC=CC=C3N=C2N. Drug 2: CC1CCCC2(C(O2)CC(NC(=O)CC(C(C(=O)C(C1O)C)(C)C)O)C(=CC3=CSC(=N3)C)C)C. Cell line: NCI-H460. Synergy scores: CSS=71.7, Synergy_ZIP=1.43, Synergy_Bliss=0.913, Synergy_Loewe=-11.2, Synergy_HSA=0.379.